From a dataset of Full USPTO retrosynthesis dataset with 1.9M reactions from patents (1976-2016). Predict the reactants needed to synthesize the given product. Given the product [F:18][C:19]1([C:26]2[CH:27]=[CH:28][C:29]([C:32]3[CH2:36][C:35]([C:41]4[CH:46]=[C:45]([Cl:47])[C:44]([Cl:48])=[C:43]([Cl:49])[CH:42]=4)([C:37]([F:40])([F:39])[F:38])[O:34][N:33]=3)=[CH:30][CH:31]=2)[CH2:22][CH:21]([NH:52][C:55](=[O:8])[O:61][CH2:60][CH2:59][Si:58]([CH3:63])([CH3:62])[CH3:57])[CH2:20]1, predict the reactants needed to synthesize it. The reactants are: C1(P(N=[N+]=[N-])(C2C=CC=CC=2)=[O:8])C=CC=CC=1.[F:18][C:19]1([C:26]2[CH:31]=[CH:30][C:29]([C:32]3[CH2:36][C:35]([C:41]4[CH:46]=[C:45]([Cl:47])[C:44]([Cl:48])=[C:43]([Cl:49])[CH:42]=4)([C:37]([F:40])([F:39])[F:38])[O:34][N:33]=3)=[CH:28][CH:27]=2)[CH2:22][CH:21](C(O)=O)[CH2:20]1.C([N:52]([CH2:55]C)CC)C.[CH3:57][Si:58]([CH3:63])([CH3:62])[CH2:59][CH2:60][OH:61].